Dataset: Forward reaction prediction with 1.9M reactions from USPTO patents (1976-2016). Task: Predict the product of the given reaction. (1) Given the reactants [C:1]1(C=CC(O)=C[CH:3]=1)[OH:2].[C:9]1(N2CCC(=O)N2)[CH:14]=CC=C[CH:10]=1.P(=O)(O)(O)O.[C:26](=[O:29])([O-])[OH:27].[Na+], predict the reaction product. The product is: [C:26]([O:27][CH2:3][CH:1]=[O:2])(=[O:29])[C:9]([CH3:14])=[CH2:10]. (2) The product is: [C:28]([N:17]1[C:16](=[O:32])[C:15]([NH:14][CH2:13][CH2:12][O:11][C:35]2[CH:34]=[N:33][CH:38]=[CH:37][CH:36]=2)=[C:19]([C:20]2[CH:21]=[CH:22][CH:23]=[CH:24][CH:25]=2)[S:18]1(=[O:27])=[O:26])([CH3:31])([CH3:30])[CH3:29]. Given the reactants CC1C=CC(S([O:11][CH2:12][CH2:13][NH:14][C:15]2[C:16](=[O:32])[N:17]([C:28]([CH3:31])([CH3:30])[CH3:29])[S:18](=[O:27])(=[O:26])[C:19]=2[C:20]2[CH:25]=[CH:24][CH:23]=[CH:22][CH:21]=2)(=O)=O)=CC=1.[N:33]1[CH:38]=[CH:37][CH:36]=[C:35](O)[CH:34]=1.C(=O)([O-])[O-].[K+].[K+], predict the reaction product. (3) Given the reactants [S:1]1[C:5]2[CH:6]=[CH:7][CH:8]=[CH:9][C:4]=2[N:3]=[C:2]1[NH:10][NH2:11].C([O:14][C:15](=O)[CH2:16][C:17]([C:19]1[CH:24]=[CH:23][CH:22]=[C:21]([I:25])[CH:20]=1)=O)C.O, predict the reaction product. The product is: [S:1]1[C:5]2[CH:6]=[CH:7][CH:8]=[CH:9][C:4]=2[N:3]=[C:2]1[N:10]1[C:15](=[O:14])[CH:16]=[C:17]([C:19]2[CH:24]=[CH:23][CH:22]=[C:21]([I:25])[CH:20]=2)[NH:11]1. (4) Given the reactants O=[C:2]1[C:10]2[C:5](=[CH:6][CH:7]=[C:8]([C:11]3[CH:12]=[C:13]([CH:16]=[CH:17][CH:18]=3)[C:14]#[N:15])[CH:9]=2)[CH2:4][C:3]21[CH2:26][C:21]1[CH:22]=[N:23][N:24]=[CH:25][C:20]=1[CH2:19]2.C[Si]([N:31]=[C:32]=[N:33][Si](C)(C)C)(C)C, predict the reaction product. The product is: [C:14]([C:13]1[CH:12]=[C:11]([C:8]2[CH:9]=[C:10]3[C:5](=[CH:6][CH:7]=2)[CH2:4][C:3]2([CH2:26][C:21]4[CH:22]=[N:23][N:24]=[CH:25][C:20]=4[CH2:19]2)[C:2]3=[N:33][C:32]#[N:31])[CH:18]=[CH:17][CH:16]=1)#[N:15]. (5) Given the reactants CC1C=C(C(O)=O)C=CC=1C1C=CC=CC=1C(F)(F)F.[CH3:21][C:22]1[CH:23]=[C:24]([CH:29]=[CH:30][C:31]=1[C:32]1[C:36]([CH3:37])=[CH:35][S:34][CH:33]=1)[C:25]([O:27]C)=[O:26], predict the reaction product. The product is: [CH3:21][C:22]1[CH:23]=[C:24]([CH:29]=[CH:30][C:31]=1[C:32]1[C:36]([CH3:37])=[CH:35][S:34][CH:33]=1)[C:25]([OH:27])=[O:26]. (6) Given the reactants [NH2:1][C:2]1[O:6][C:5]([C:7]([O:9][CH3:10])=[O:8])=[CH:4][CH:3]=1.N1C=CC=CC=1.Cl[C:18]([O:20][CH2:21][C:22]([Cl:25])([Cl:24])[Cl:23])=[O:19].O, predict the reaction product. The product is: [Cl:23][C:22]([Cl:25])([Cl:24])[CH2:21][O:20][C:18]([NH:1][C:2]1[O:6][C:5]([C:7]([O:9][CH3:10])=[O:8])=[CH:4][CH:3]=1)=[O:19]. (7) Given the reactants [Cl:1][C:2]1[CH:3]=[C:4]([NH:9][C:10]([NH:12][C:13](=[O:21])[CH2:14][C:15]2[CH:20]=[CH:19][CH:18]=[CH:17][CH:16]=2)=[S:11])[CH:5]=[C:6]([Cl:8])[CH:7]=1.I[CH2:23]I.C(N(CC)CC)C, predict the reaction product. The product is: [Cl:1][C:2]1[CH:3]=[C:4](/[N:9]=[C:10]2\[S:11][CH2:23][N:12]\2[C:13](=[O:21])[CH2:14][C:15]2[CH:16]=[CH:17][CH:18]=[CH:19][CH:20]=2)[CH:5]=[C:6]([Cl:8])[CH:7]=1. (8) The product is: [Br:10][C:11]1[CH:16]=[CH:15][C:14]([O:17][C:2]2[CH:7]=[C:6]([CH3:8])[CH:5]=[C:4]([CH3:9])[N:3]=2)=[CH:13][C:12]=1[F:18]. Given the reactants Br[C:2]1[CH:7]=[C:6]([CH3:8])[CH:5]=[C:4]([CH3:9])[N:3]=1.[Br:10][C:11]1[CH:16]=[CH:15][C:14]([OH:17])=[CH:13][C:12]=1[F:18].C(=O)([O-])[O-].[K+].[K+], predict the reaction product. (9) Given the reactants [N:1]1([C:6](=O)[CH2:7][C:8]2[C:12]3=[N:13][CH:14]=[CH:15][CH:16]=[C:11]3[NH:10][CH:9]=2)[CH2:5][CH2:4][CH2:3][CH2:2]1.[H-].[Al+3].[Li+].[H-].[H-].[H-], predict the reaction product. The product is: [N:1]1([CH2:6][CH2:7][C:8]2[C:12]3=[N:13][CH:14]=[CH:15][CH:16]=[C:11]3[NH:10][CH:9]=2)[CH2:5][CH2:4][CH2:3][CH2:2]1. (10) Given the reactants [Br:1][C:2]1[CH:3]=[N:4][CH:5]=[CH:6][C:7]=1[CH2:8][CH:9]1[CH2:18][CH2:17][C:16]2[C:11](=[CH:12][CH:13]=[C:14]([O:19][CH3:20])[CH:15]=2)[C:10]1=[O:21].[CH3:22][C:23]1[CH:24]=[C:25]([CH:28]=[CH:29][CH:30]=1)[CH2:26]Br, predict the reaction product. The product is: [Br-:1].[Br:1][C:2]1[CH:3]=[N+:4]([CH2:22][C:23]2[CH:24]=[C:25]([CH3:26])[CH:28]=[CH:29][CH:30]=2)[CH:5]=[CH:6][C:7]=1[CH2:8][CH:9]1[CH2:18][CH2:17][C:16]2[C:11](=[CH:12][CH:13]=[C:14]([O:19][CH3:20])[CH:15]=2)[C:10]1=[O:21].